From a dataset of Full USPTO retrosynthesis dataset with 1.9M reactions from patents (1976-2016). Predict the reactants needed to synthesize the given product. (1) Given the product [CH2:27]([N:17]([C:18](=[O:26])[C:19]1[CH:24]=[CH:23][CH:22]=[CH:21][C:20]=1[F:25])[C:15]1[CH:14]=[CH:13][C:12]2[N:8]([CH2:7][C:6]([OH:37])=[O:5])[C:9]([CH2:34][CH2:35][CH3:36])=[N:10][C:11]=2[CH:16]=1)[C:28]1[CH:33]=[CH:32][CH:31]=[CH:30][CH:29]=1, predict the reactants needed to synthesize it. The reactants are: C([O:5][C:6](=[O:37])[CH2:7][N:8]1[C:12]2[CH:13]=[CH:14][C:15]([N:17]([CH2:27][C:28]3[CH:33]=[CH:32][CH:31]=[CH:30][CH:29]=3)[C:18](=[O:26])[C:19]3[CH:24]=[CH:23][CH:22]=[CH:21][C:20]=3[F:25])=[CH:16][C:11]=2[N:10]=[C:9]1[CH2:34][CH2:35][CH3:36])(C)(C)C.C(O)(C(F)(F)F)=O. (2) Given the product [F:33][C:11]1[CH:10]=[C:9]([NH:8][C:6](=[O:7])[NH:5][CH:3]2[CH2:2][N:1]([C:46]([O:45][C:42]([CH3:44])([CH3:43])[CH3:41])=[O:47])[CH2:4]2)[CH:14]=[CH:13][C:12]=1[O:15][C:16]1[CH:21]=[CH:20][N:19]=[C:18]2[CH:22]=[C:23]([C:25]3[CH:30]=[CH:29][C:28]([CH:31]=[O:32])=[CH:27][N:26]=3)[S:24][C:17]=12, predict the reactants needed to synthesize it. The reactants are: [NH:1]1[CH2:4][CH:3]([NH:5][C:6]([NH:8][C:9]2[CH:14]=[CH:13][C:12]([O:15][C:16]3[CH:21]=[CH:20][N:19]=[C:18]4[CH:22]=[C:23]([C:25]5[CH:30]=[CH:29][C:28]([CH:31]=[O:32])=[CH:27][N:26]=5)[S:24][C:17]=34)=[C:11]([F:33])[CH:10]=2)=[O:7])[CH2:2]1.C(N(CC)CC)C.[CH3:41][C:42]([O:45][C:46](O[C:46]([O:45][C:42]([CH3:44])([CH3:43])[CH3:41])=[O:47])=[O:47])([CH3:44])[CH3:43]. (3) Given the product [F:16][C:17]1[CH:23]=[CH:22][C:21]([CH3:24])=[CH:20][C:18]=1[NH:19][C:2]1[N:7]2[N:8]=[CH:9][CH:10]=[C:6]2[N:5]=[CH:4][C:3]=1[C:11]([O:13][CH2:14][CH3:15])=[O:12], predict the reactants needed to synthesize it. The reactants are: O[C:2]1[N:7]2[N:8]=[CH:9][CH:10]=[C:6]2[N:5]=[CH:4][C:3]=1[C:11]([O:13][CH2:14][CH3:15])=[O:12].[F:16][C:17]1[CH:23]=[CH:22][C:21]([CH3:24])=[CH:20][C:18]=1[NH2:19]. (4) Given the product [CH2:12]([N:11]([C:2]1[CH:9]=[CH:8][C:5]([CH:6]=[O:7])=[CH:4][CH:3]=1)[CH3:10])[CH3:13], predict the reactants needed to synthesize it. The reactants are: F[C:2]1[CH:9]=[CH:8][C:5]([CH:6]=[O:7])=[CH:4][CH:3]=1.[CH3:10][NH:11][CH2:12][CH3:13].C(=O)([O-])[O-].[K+].[K+].O. (5) Given the product [OH:11][CH2:10][C@H:7]1[CH2:8][CH2:9][C@@H:5]([C:3]([O:2][CH3:1])=[O:4])[CH2:6]1, predict the reactants needed to synthesize it. The reactants are: [CH3:1][O:2][C:3]([C@@H:5]1[CH2:9][CH2:8][C@H:7]([C:10](O)=[O:11])[CH2:6]1)=[O:4].CSC.B. (6) Given the product [NH2:30][C:29]1[N:25]([CH2:24][CH2:23][NH:15][C:12]2[CH:11]=[CH:10][C:9]([NH:8][C:6](=[O:7])[C:5]3[CH:50]=[CH:51][C:2]([Cl:1])=[CH:3][C:4]=3[N:52]([CH3:53])[CH3:54])=[CH:14][CH:13]=2)[N:26]=[CH:27][CH:28]=1, predict the reactants needed to synthesize it. The reactants are: [Cl:1][C:2]1[CH:51]=[CH:50][C:5]([C:6]([NH:8][C:9]2[CH:14]=[CH:13][C:12]([N:15]([CH2:23][CH2:24][N:25]3[C:29]([NH:30]C(C4C=CC=CC=4)(C4C=CC=CC=4)C4C=CC=CC=4)=[CH:28][CH:27]=[N:26]3)C(=O)OC(C)(C)C)=[CH:11][CH:10]=2)=[O:7])=[C:4]([N:52]([CH3:54])[CH3:53])[CH:3]=1.FC(F)(F)C(O)=O. (7) Given the product [F:12][C:9]([F:10])([F:11])[C:7]1[CH:6]=[C:5]([C@H:13]([N:15]([CH3:32])[C:16]([N:18]2[CH2:23][CH:22]3[C@@:20]([CH2:24][O:25][S:43]([CH3:42])(=[O:45])=[O:44])([CH2:21]3)[C@@H:19]2[C:26]2[CH:27]=[CH:28][CH:29]=[CH:30][CH:31]=2)=[O:17])[CH3:14])[CH:4]=[C:3]([C:2]([F:1])([F:33])[F:34])[CH:8]=1, predict the reactants needed to synthesize it. The reactants are: [F:1][C:2]([F:34])([F:33])[C:3]1[CH:4]=[C:5]([C@H:13]([N:15]([CH3:32])[C:16]([N:18]2[CH2:23][CH:22]3[C@@:20]([CH2:24][OH:25])([CH2:21]3)[C@@H:19]2[C:26]2[CH:31]=[CH:30][CH:29]=[CH:28][CH:27]=2)=[O:17])[CH3:14])[CH:6]=[C:7]([C:9]([F:12])([F:11])[F:10])[CH:8]=1.C(N(CC)CC)C.[CH3:42][S:43](Cl)(=[O:45])=[O:44].